The task is: Predict the reaction yield, written as a fraction of the theoretical maximum amount of product (1.0 means a 100% yield; for example, 0.34 means a 34% yield).. This data is from Reaction yield outcomes from USPTO patents with 853,638 reactions. The reactants are [C:1]([O:4][CH2:5][C:6]1[C:7]([N:21]2[CH2:32][CH2:31][N:30]3[C:23](=[CH:24][C:25]4[CH2:26][C:27]([CH3:34])([CH3:33])[CH2:28][C:29]=43)[C:22]2=[O:35])=[N:8][CH:9]=[CH:10][C:11]=1B1OC(C)(C)C(C)(C)O1)(=[O:3])[CH3:2].Br[C:37]1[CH:38]=[C:39]([NH:45][C:46]2[CH:58]=[C:49]3[CH2:50][N:51]([CH2:54][CH2:55][O:56][CH3:57])[CH2:52][CH2:53][N:48]3[N:47]=2)[C:40](=[O:44])[N:41]([CH3:43])[CH:42]=1.[O-]P([O-])([O-])=O.[K+].[K+].[K+].C([O-])(=O)C.[Na+]. The catalyst is C1C=CC(P(C2C=CC=CC=2)[C-]2C=CC=C2)=CC=1.C1C=CC(P(C2C=CC=CC=2)[C-]2C=CC=C2)=CC=1.Cl[Pd]Cl.[Fe+2].O.C(#N)C. The product is [C:1]([O:4][CH2:5][C:6]1[C:7]([N:21]2[CH2:32][CH2:31][N:30]3[C:23](=[CH:24][C:25]4[CH2:26][C:27]([CH3:34])([CH3:33])[CH2:28][C:29]=43)[C:22]2=[O:35])=[N:8][CH:9]=[CH:10][C:11]=1[C:37]1[CH:38]=[C:39]([NH:45][C:46]2[CH:58]=[C:49]3[CH2:50][N:51]([CH2:54][CH2:55][O:56][CH3:57])[CH2:52][CH2:53][N:48]3[N:47]=2)[C:40](=[O:44])[N:41]([CH3:43])[CH:42]=1)(=[O:3])[CH3:2]. The yield is 0.500.